This data is from Forward reaction prediction with 1.9M reactions from USPTO patents (1976-2016). The task is: Predict the product of the given reaction. (1) The product is: [Br:1][C:2]1[CH:3]=[C:4]([C:13]2[N:17]([C:18]3[CH:23]=[CH:22][N:21]=[C:20]([C:24]([F:27])([F:25])[F:26])[CH:19]=3)[N:16]=[C:15]([C:28]([N:52]3[CH2:50][CH2:53][NH:54][C:55](=[O:57])[CH2:56]3)=[O:30])[CH:14]=2)[CH:5]=[C:6]([O:8][C:9]([F:11])([F:10])[F:12])[CH:7]=1. Given the reactants [Br:1][C:2]1[CH:3]=[C:4]([C:13]2[N:17]([C:18]3[CH:23]=[CH:22][N:21]=[C:20]([C:24]([F:27])([F:26])[F:25])[CH:19]=3)[N:16]=[C:15]([C:28]([OH:30])=O)[CH:14]=2)[CH:5]=[C:6]([O:8][C:9]([F:12])([F:11])[F:10])[CH:7]=1.ClC1C=C(C2N(C3C=CC=CN=3)N=C([C:50]([N:52]3[CH2:56][C:55](=[O:57])[NH:54][CH2:53]3)=O)C=2)C=C(F)C=1.O=C1CNCCN1, predict the reaction product. (2) Given the reactants P(CC1N=CC=CN=1)(=O)=O.[P:11]([O:23][CH2:24][C@H:25]1[O:29][C@@H:28]([N:30]2[C:39]3[N:38]=[CH:37][N:36]=[C:34]([NH2:35])[C:33]=3[N:32]=[CH:31]2)[C@H:27]([OH:40])[C@@H:26]1[OH:41])([O:14][P:15]([O:18]P(O)(O)=O)([OH:17])=[O:16])(=[O:13])[OH:12].[NH2:42][C:43]1[C:48]([CH2:49][P:50](=[O:52])=[O:51])=[CH:47][N:46]=[C:45]([CH3:53])[N:44]=1, predict the reaction product. The product is: [P:11]([O:23][CH2:24][C@H:25]1[O:29][C@@H:28]([N:30]2[C:39]3[N:38]=[CH:37][N:36]=[C:34]([NH2:35])[C:33]=3[N:32]=[CH:31]2)[C@H:27]([OH:40])[C@@H:26]1[OH:41])([O:14][P:15]([OH:17])([OH:18])=[O:16])(=[O:12])[OH:13].[NH2:42][C:43]1[C:48]([CH2:49][P:50]([O:13][P:11]([OH:23])([OH:14])=[O:12])([OH:52])=[O:51])=[CH:47][N:46]=[C:45]([CH3:53])[N:44]=1. (3) Given the reactants CN(C(ON1N=NC2C=CC=NC1=2)=[N+](C)C)C.F[P-](F)(F)(F)(F)F.C(N(CC)C(C)C)(C)C.[CH3:34][C:35]1[CH:40]=[C:39]([CH3:41])[CH:38]=[C:37]([CH3:42])[C:36]=1[NH:43][C:44]([NH:46][C:47]1[C:48]([C:57](O)=[O:58])=[CH:49][C:50]2[C:55]([CH:56]=1)=[CH:54][CH:53]=[CH:52][CH:51]=2)=[O:45].[NH2:60][C:61]1[CH:62]=[C:63]([CH:71]=[CH:72][CH:73]=1)[C:64]([O:66][C:67]([CH3:70])([CH3:69])[CH3:68])=[O:65].C([O-])(O)=O.[Na+], predict the reaction product. The product is: [CH3:34][C:35]1[CH:40]=[C:39]([CH3:41])[CH:38]=[C:37]([CH3:42])[C:36]=1[NH:43][C:44]([NH:46][C:47]1[C:48]([C:57]([NH:60][C:61]2[CH:62]=[C:63]([CH:71]=[CH:72][CH:73]=2)[C:64]([O:66][C:67]([CH3:69])([CH3:70])[CH3:68])=[O:65])=[O:58])=[CH:49][C:50]2[C:55]([CH:56]=1)=[CH:54][CH:53]=[CH:52][CH:51]=2)=[O:45]. (4) Given the reactants C(NC(C)C)(C)C.[Li]CCCC.[Cl:13][C:14]1[C:15]2[CH:22]=[CH:21][S:20][C:16]=2[N:17]=[CH:18][N:19]=1.[I:23]I, predict the reaction product. The product is: [I:23][C:21]1[S:20][C:16]2[N:17]=[CH:18][N:19]=[C:14]([Cl:13])[C:15]=2[CH:22]=1. (5) Given the reactants [C:1]([NH:8][C@H:9]([C:17]([OH:19])=[O:18])[CH2:10][C:11]1[CH:16]=[CH:15][CH:14]=[CH:13][CH:12]=1)([O:3][C:4]([CH3:7])([CH3:6])[CH3:5])=[O:2].C(Cl)CCl.C(N(CC)CC)C.[C:31]12([CH2:41]O)[CH2:40][CH:35]3[CH2:36][CH:37]([CH2:39][CH:33]([CH2:34]3)[CH2:32]1)[CH2:38]2, predict the reaction product. The product is: [C:4]([O:3][C:1]([NH:8][C@H:9]([C:17]([O:19][CH2:41][C:31]12[CH2:40][CH:35]3[CH2:34][CH:33]([CH2:39][CH:37]([CH2:36]3)[CH2:38]1)[CH2:32]2)=[O:18])[CH2:10][C:11]1[CH:12]=[CH:13][CH:14]=[CH:15][CH:16]=1)=[O:2])([CH3:5])([CH3:7])[CH3:6]. (6) Given the reactants C(OC(=O)[NH:7][C@H:8]([CH2:32][C:33]1[CH:38]=[C:37]([F:39])[C:36]([F:40])=[CH:35][C:34]=1[F:41])[CH2:9][C:10](=[O:31])[N:11]1[CH2:16][CH2:15][N:14]2[C:17]([C:27]([F:30])([F:29])[F:28])=[N:18][C:19]([C:20]([N:22]3[CH2:26][CH2:25][CH2:24][CH2:23]3)=[O:21])=[C:13]2[CH2:12]1)(C)(C)C.[ClH:43], predict the reaction product. The product is: [ClH:43].[NH2:7][C@H:8]([CH2:32][C:33]1[CH:38]=[C:37]([F:39])[C:36]([F:40])=[CH:35][C:34]=1[F:41])[CH2:9][C:10]([N:11]1[CH2:16][CH2:15][N:14]2[C:17]([C:27]([F:30])([F:29])[F:28])=[N:18][C:19]([C:20]([N:22]3[CH2:23][CH2:24][CH2:25][CH2:26]3)=[O:21])=[C:13]2[CH2:12]1)=[O:31].